This data is from Reaction yield outcomes from USPTO patents with 853,638 reactions. The task is: Predict the reaction yield, written as a fraction of the theoretical maximum amount of product (1.0 means a 100% yield; for example, 0.34 means a 34% yield). (1) The reactants are [CH2:1]1[C:9]2[C:4](=[CH:5][CH:6]=[CH:7][CH:8]=2)[CH2:3][CH:2]1[C@H:10]1[NH:15][C:14](=[O:16])[C@@H:13]([C@@H:17]([CH3:20])[CH2:18][CH3:19])[N:12]([CH:21]([C:32]2[C:33]([CH3:39])=[N:34][C:35]([CH3:38])=[CH:36][CH:37]=2)[C:22](NC2C=CC=CC=2O)=[O:23])[C:11]1=[O:40].C(N1C=CN=C1)(N1C=CN=C1)=[O:42].[Cl:53]CCl. No catalyst specified. The product is [ClH:53].[CH2:3]1[C:4]2[C:9](=[CH:8][CH:7]=[CH:6][CH:5]=2)[CH2:1][CH:2]1[C@H:10]1[NH:15][C:14](=[O:16])[C@@H:13]([C@@H:17]([CH3:20])[CH2:18][CH3:19])[N:12]([CH:21]([C:32]2[C:33]([CH3:39])=[N:34][C:35]([CH3:38])=[CH:36][CH:37]=2)[C:22]([OH:42])=[O:23])[C:11]1=[O:40]. The yield is 0.560. (2) The reactants are [C:1]([C:3]1[CH:4]=[CH:5][C:6]2[NH:12][C:11](=[O:13])[C@@H:10]([NH:14][C:15](=[O:27])[C@@H:16]([N:18]([CH3:26])[C:19](=[O:25])[O:20][C:21]([CH3:24])([CH3:23])[CH3:22])[CH3:17])[C@H:9]([CH3:28])[N:8]([C:29]([CH:31]3[CH2:36][CH2:35][O:34][CH2:33][CH2:32]3)=[O:30])[C:7]=2[CH:37]=1)#[N:2].Cl[CH2:39][C:40]1[C:49]2[C:44](=[CH:45][CH:46]=[CH:47][CH:48]=2)[CH:43]=[CH:42][C:41]=1[O:50][CH3:51].C(=O)([O-])[O-].[Cs+].[Cs+].[I-].[Na+]. The catalyst is CN(C=O)C.CCOC(C)=O. The product is [C:1]([C:3]1[CH:4]=[CH:5][C:6]2[N:12]([CH2:39][C:40]3[C:49]4[C:44](=[CH:45][CH:46]=[CH:47][CH:48]=4)[CH:43]=[CH:42][C:41]=3[O:50][CH3:51])[C:11](=[O:13])[C@@H:10]([NH:14][C:15](=[O:27])[C@@H:16]([N:18]([CH3:26])[C:19](=[O:25])[O:20][C:21]([CH3:23])([CH3:24])[CH3:22])[CH3:17])[C@H:9]([CH3:28])[N:8]([C:29]([CH:31]3[CH2:36][CH2:35][O:34][CH2:33][CH2:32]3)=[O:30])[C:7]=2[CH:37]=1)#[N:2]. The yield is 0.870. (3) The reactants are [CH3:1][N:2]1[CH2:7][CH2:6][C:5](=O)[CH2:4][CH2:3]1.[N:9]1([C:14]2[CH:15]=[C:16]3[C:20](=[CH:21][CH:22]=2)[NH:19][CH:18]=[CH:17]3)[CH2:13][CH2:12][CH2:11][CH2:10]1.[OH-].[K+]. The catalyst is CO. The product is [CH3:1][N:2]1[CH2:7][CH:6]=[C:5]([C:17]2[C:16]3[C:20](=[CH:21][CH:22]=[C:14]([N:9]4[CH2:13][CH2:12][CH2:11][CH2:10]4)[CH:15]=3)[NH:19][CH:18]=2)[CH2:4][CH2:3]1. The yield is 0.370. (4) The reactants are Br[C:2]1[S:6][C:5]([CH:7]=[CH:8][C:9]([O:11][CH3:12])=[O:10])=[CH:4][CH:3]=1.[C:13]([CH2:22][N-:23][CH2:24][C:25]1[CH:30]=[CH:29][CH:28]=[C:27](B2OC(C)(C)C(C)(C)O2)[CH:26]=1)(=O)[CH2:14][CH2:15][CH2:16][CH2:17][CH2:18][CH2:19]C.[OH2:40].[CH3:41]N(C)C=O. The catalyst is P([O-])([O-])([O-])=O.[K+].[K+].[K+].C1C=CC([P]([Pd]([P](C2C=CC=CC=2)(C2C=CC=CC=2)C2C=CC=CC=2)([P](C2C=CC=CC=2)(C2C=CC=CC=2)C2C=CC=CC=2)[P](C2C=CC=CC=2)(C2C=CC=CC=2)C2C=CC=CC=2)(C2C=CC=CC=2)C2C=CC=CC=2)=CC=1. The product is [CH3:41][N:23]([CH2:24][C:25]1[CH:26]=[C:27]([C:2]2[S:6][C:5]([CH:7]=[CH:8][C:9]([O:11][CH3:12])=[O:10])=[CH:4][CH:3]=2)[CH:28]=[CH:29][CH:30]=1)[C:22](=[O:40])[CH2:13][CH2:14][CH2:15][CH2:16][CH2:17][CH2:18][CH3:19]. The yield is 0.650. (5) The reactants are Br[C:2]1[CH:7]=[CH:6][C:5]([N:8]2[C:20]3[CH:19]=[CH:18][CH:17]=[CH:16][C:15]=3[C:14]3[C:9]2=[CH:10][CH:11]=[CH:12][CH:13]=3)=[CH:4][CH:3]=1.C([Li])CCC.[B:26](OC)([O:29]C)[O:27]C.Cl. The catalyst is CCCCCC.O1CCCC1. The product is [CH:10]1[C:9]2[N:8]([C:5]3[CH:4]=[CH:3][C:2]([B:26]([OH:29])[OH:27])=[CH:7][CH:6]=3)[C:20]3[C:15](=[CH:16][CH:17]=[CH:18][CH:19]=3)[C:14]=2[CH:13]=[CH:12][CH:11]=1. The yield is 0.659. (6) The reactants are F[C:2]1[CH:12]=[CH:11][C:5]([C:6]([O:8][CH2:9][CH3:10])=[O:7])=[CH:4][CH:3]=1.[CH:13]1([N:17]2[CH2:22][CH2:21][NH:20][CH2:19][CH2:18]2)[CH2:16][CH2:15][CH2:14]1. The catalyst is CC(N(C)C)=O. The product is [CH:13]1([N:17]2[CH2:22][CH2:21][N:20]([C:2]3[CH:12]=[CH:11][C:5]([C:6]([O:8][CH2:9][CH3:10])=[O:7])=[CH:4][CH:3]=3)[CH2:19][CH2:18]2)[CH2:16][CH2:15][CH2:14]1. The yield is 0.113.